This data is from Full USPTO retrosynthesis dataset with 1.9M reactions from patents (1976-2016). The task is: Predict the reactants needed to synthesize the given product. (1) Given the product [O:17]1[CH2:4][CH:3]1[CH2:2][CH2:1][O:5][CH:6]1[CH2:11][CH2:10][CH2:9][CH2:8][O:7]1, predict the reactants needed to synthesize it. The reactants are: [CH2:1]([O:5][CH:6]1[CH2:11][CH2:10][CH2:9][CH2:8][O:7]1)[CH2:2][CH:3]=[CH2:4].ClC1C=C(C=CC=1)C(OO)=[O:17]. (2) Given the product [C:1]([C:9]1[CH:10]=[N:11][C:12]2[C:17]([C:18]=1[C:19]1[CH:20]=[C:21]([N:25]([CH2:26][C:27]3[CH:28]=[CH:29][C:30]([CH2:33][C:34]([OH:36])=[O:35])=[CH:31][CH:32]=3)[CH3:42])[CH:22]=[CH:23][CH:24]=1)=[CH:16][CH:15]=[CH:14][C:13]=2[C:38]([F:39])([F:40])[F:41])(=[O:8])[C:2]1[CH:7]=[CH:6][CH:5]=[CH:4][CH:3]=1, predict the reactants needed to synthesize it. The reactants are: [C:1]([C:9]1[CH:10]=[N:11][C:12]2[C:17]([C:18]=1[C:19]1[CH:20]=[C:21]([NH:25][CH2:26][C:27]3[CH:32]=[CH:31][C:30]([CH2:33][C:34]([O:36]C)=[O:35])=[CH:29][CH:28]=3)[CH:22]=[CH:23][CH:24]=1)=[CH:16][CH:15]=[CH:14][C:13]=2[C:38]([F:41])([F:40])[F:39])(=[O:8])[C:2]1[CH:7]=[CH:6][CH:5]=[CH:4][CH:3]=1.[CH2:42]=O. (3) Given the product [CH3:17][C:13]1[CH:12]=[C:11]([C:9](=[O:10])[CH2:8][C:6]2[CH:5]=[CH:4][N:3]=[C:2]([NH:1][C:18](=[O:25])[C:19]3[CH:24]=[CH:23][CH:22]=[CH:21][CH:20]=3)[CH:7]=2)[CH:16]=[CH:15][CH:14]=1, predict the reactants needed to synthesize it. The reactants are: [NH2:1][C:2]1[CH:7]=[C:6]([CH2:8][C:9]([C:11]2[CH:16]=[CH:15][CH:14]=[C:13]([CH3:17])[CH:12]=2)=[O:10])[CH:5]=[CH:4][N:3]=1.[C:18](Cl)(=[O:25])[C:19]1[CH:24]=[CH:23][CH:22]=[CH:21][CH:20]=1.C(N(CC)CC)C.O. (4) Given the product [Cl:23][C:8]1[C:3]([C:1]#[N:2])=[CH:4][C:5]([C:11]([OH:13])=[O:12])=[C:6]([CH3:10])[N:7]=1, predict the reactants needed to synthesize it. The reactants are: [C:1]([C:3]1[C:8](=O)[NH:7][C:6]([CH3:10])=[C:5]([C:11]([O:13]CC2C=CC=CC=2)=[O:12])[CH:4]=1)#[N:2].O=P(Cl)(Cl)[Cl:23].C([O-])(O)=O.[Na+]. (5) The reactants are: [NH2:1][C:2]1[CH:7]=[CH:6][C:5]([C@@H:8]2[CH2:10][C@H:9]2[N:11]([CH2:19][CH:20]2[CH2:22][CH2:21]2)[C:12](=[O:18])[O:13][C:14]([CH3:17])([CH3:16])[CH3:15])=[CH:4][CH:3]=1.C(N(CC)CC)C.[C:30]1(=O)[O:35][C:33](=[O:34])[C:32]2=[CH:36][CH:37]=[CH:38][CH:39]=[C:31]12. Given the product [CH:20]1([CH2:19][N:11]([C@@H:9]2[CH2:10][C@H:8]2[C:5]2[CH:6]=[CH:7][C:2]([N:1]3[C:33](=[O:34])[C:32]4[C:31](=[CH:39][CH:38]=[CH:37][CH:36]=4)[C:30]3=[O:35])=[CH:3][CH:4]=2)[C:12](=[O:18])[O:13][C:14]([CH3:17])([CH3:16])[CH3:15])[CH2:22][CH2:21]1, predict the reactants needed to synthesize it.